Dataset: Full USPTO retrosynthesis dataset with 1.9M reactions from patents (1976-2016). Task: Predict the reactants needed to synthesize the given product. (1) Given the product [Cl:8][C:4]1[CH:5]=[CH:6][CH:7]=[C:2]([Cl:1])[C:3]=1[C:9]1[C:13]([CH2:14][O:15][C:16]2[CH:21]=[CH:20][C:19]([C:22]3[CH:23]=[C:24]4[C:29](=[CH:30][CH:31]=3)[N:28]=[C:27]([C:32]([O-:34])=[O:33])[CH:26]=[CH:25]4)=[CH:18][CH:17]=2)=[C:12]([CH:35]([CH3:37])[CH3:36])[O:11][N:10]=1.[Na+:39], predict the reactants needed to synthesize it. The reactants are: [Cl:1][C:2]1[CH:7]=[CH:6][CH:5]=[C:4]([Cl:8])[C:3]=1[C:9]1[C:13]([CH2:14][O:15][C:16]2[CH:21]=[CH:20][C:19]([C:22]3[CH:23]=[C:24]4[C:29](=[CH:30][CH:31]=3)[N:28]=[C:27]([C:32]([OH:34])=[O:33])[CH:26]=[CH:25]4)=[CH:18][CH:17]=2)=[C:12]([CH:35]([CH3:37])[CH3:36])[O:11][N:10]=1.[OH-].[Na+:39]. (2) Given the product [CH3:1][N:2]1[C:6]([CH2:14][CH2:13][OH:12])=[CH:5][CH:4]=[N:3]1, predict the reactants needed to synthesize it. The reactants are: [CH3:1][N:2]1[CH:6]=[CH:5][CH:4]=[N:3]1.C([Li])(C)(C)C.[O:12]1[CH2:14][CH2:13]1.[Cl-].[NH4+]. (3) Given the product [OH:1][C:2]1[CH:3]=[C:4](/[CH:5]=[CH:13]/[C:14]([C:16]2[CH:17]=[C:18]([O:26][CH3:27])[C:19]([O:24][CH3:25])=[C:20]([O:22][CH3:23])[CH:21]=2)=[O:15])[CH:7]=[CH:8][C:9]=1[O:10][CH2:11][CH3:12], predict the reactants needed to synthesize it. The reactants are: [OH:1][C:2]1[CH:3]=[C:4]([CH:7]=[CH:8][C:9]=1[O:10][CH2:11][CH3:12])[CH:5]=O.[CH3:13][C:14]([C:16]1[CH:21]=[C:20]([O:22][CH3:23])[C:19]([O:24][CH3:25])=[C:18]([O:26][CH3:27])[CH:17]=1)=[O:15].[OH-].[Na+]. (4) Given the product [N:20]1([CH2:19][CH2:18][NH:17][C:13]2[N:12]=[C:11]3[N:10]([CH2:26][O:27][CH2:28][CH2:29][Si:30]([CH3:33])([CH3:32])[CH3:31])[N:9]=[C:8]([C:4]4[CH:5]=[CH:6][CH:7]=[C:2]([NH:42][CH2:41][C:36]5[CH:37]=[CH:38][S:34][CH:35]=5)[CH:3]=4)[C:16]3=[CH:15][N:14]=2)[CH2:25][CH2:24][O:23][CH2:22][CH2:21]1, predict the reactants needed to synthesize it. The reactants are: Br[C:2]1[CH:3]=[C:4]([C:8]2[C:16]3[C:11](=[N:12][C:13]([NH:17][CH2:18][CH2:19][N:20]4[CH2:25][CH2:24][O:23][CH2:22][CH2:21]4)=[N:14][CH:15]=3)[N:10]([CH2:26][O:27][CH2:28][CH2:29][Si:30]([CH3:33])([CH3:32])[CH3:31])[N:9]=2)[CH:5]=[CH:6][CH:7]=1.[S:34]1[CH:38]=[CH:37][C:36](NC)=[CH:35]1.[CH3:41][N:42](C1C(C2C(P(C3CCCCC3)C3CCCCC3)=CC=CC=2)=CC=CC=1)C.C(O[Na])(C)(C)C. (5) Given the product [Cl:16][C:17]1[CH:22]=[CH:21][CH:20]=[CH:19][C:18]=1[S:23]([N:9]1[CH2:8][CH2:7][C:6]2([C:4](=[O:5])[N:34]([C:33]3[CH:35]=[CH:36][C:30]([CH:27]4[CH2:29][CH2:28]4)=[CH:31][CH:32]=3)[CH2:13][CH2:12]2)[CH2:11][CH2:10]1)(=[O:25])=[O:24], predict the reactants needed to synthesize it. The reactants are: C(O[C:4]([C:6]1([CH2:12][CH2:13]OC)[CH2:11][CH2:10][NH:9][CH2:8][CH2:7]1)=[O:5])C.[Cl:16][C:17]1[CH:22]=[CH:21][CH:20]=[CH:19][C:18]=1[S:23](Cl)(=[O:25])=[O:24].[CH:27]1([C:30]2[CH:36]=[CH:35][C:33]([NH2:34])=[CH:32][CH:31]=2)[CH2:29][CH2:28]1. (6) Given the product [CH2:23]([O:20][CH2:19][CH2:18][N:15]1[CH2:16][CH2:17][N:12]([C:11]2[CH:10]=[CH:9][C:4]([C:5]([O:7][CH3:8])=[O:6])=[CH:3][C:2]=2[Br:1])[CH2:13][CH2:14]1)[C:24]1[CH:29]=[CH:28][CH:27]=[CH:26][CH:25]=1, predict the reactants needed to synthesize it. The reactants are: [Br:1][C:2]1[CH:3]=[C:4]([CH:9]=[CH:10][C:11]=1[N:12]1[CH2:17][CH2:16][N:15]([CH2:18][CH2:19][OH:20])[CH2:14][CH2:13]1)[C:5]([O:7][CH3:8])=[O:6].[H-].[Na+].[CH2:23](Br)[C:24]1[CH:29]=[CH:28][CH:27]=[CH:26][CH:25]=1.O. (7) Given the product [CH:49]([C@H:38]1[C@H:37]([CH3:52])[C@@H:36]([NH:35][C:10]2[CH:15]=[CH:14][CH:13]=[CH:12][CH:11]=2)[C:45]2[C:40](=[CH:41][CH:42]=[CH:43][CH:44]=2)[N:39]1[C:46](=[O:48])[CH3:47])([CH3:51])[CH3:50], predict the reactants needed to synthesize it. The reactants are: CC(C)([O-])C.[Na+].CN([C:10]1[C:15]([C:10]2[C:15](P(C3CCCCC3)C3CCCCC3)=[CH:14][CH:13]=[CH:12][CH:11]=2)=[CH:14][CH:13]=[CH:12][CH:11]=1)C.[NH2:35][C@H:36]1[C:45]2[C:40](=[CH:41][CH:42]=[CH:43][CH:44]=2)[N:39]([C:46](=[O:48])[CH3:47])[C@@H:38]([CH:49]([CH3:51])[CH3:50])[C@@H:37]1[CH3:52].BrC1C=CC=CC=1. (8) Given the product [S:12]1[CH:16]=[CH:15][CH:14]=[C:13]1[C:2]1[CH:3]=[C:4]2[C:8](=[CH:9][CH:10]=1)[C:7](=[O:11])[CH2:6][CH2:5]2, predict the reactants needed to synthesize it. The reactants are: Br[C:2]1[CH:3]=[C:4]2[C:8](=[CH:9][CH:10]=1)[C:7](=[O:11])[CH2:6][CH2:5]2.[S:12]1[CH:16]=[CH:15][CH:14]=[C:13]1B(O)O.C(O)C.C(=O)([O-])[O-].[Na+].[Na+]. (9) Given the product [Cl:18][C:19]1[CH:24]=[CH:23][CH:22]=[CH:21][C:20]=1[CH2:25][CH2:26][C@@H:27]1[NH:28][CH2:29][CH2:30][N:17]([C:6]2[C:5]3[CH:4]=[C:3]([CH3:2])[S:12][C:11]=3[NH:10][C:9]3[CH:13]=[CH:14][CH:15]=[CH:16][C:8]=3[N:7]=2)[CH2:32]1, predict the reactants needed to synthesize it. The reactants are: Cl.[CH3:2][C:3]1[S:12][C:11]2[NH:10][C:9]3[CH:13]=[CH:14][CH:15]=[CH:16][C:8]=3[N:7]=[C:6]([NH2:17])[C:5]=2[CH:4]=1.[Cl:18][C:19]1[CH:24]=[CH:23][CH:22]=[CH:21][C:20]=1[CH2:25][CH2:26][C@H:27]1[CH2:32]N[CH2:30][CH2:29][NH:28]1.C(N(CC)C(C)C)(C)C.CS(C)=O. (10) Given the product [CH2:1]([N:8]1[C:12]2=[N:13][CH:14]=[C:15]([C:21]3[CH:20]=[N:19][CH:24]=[CH:23][CH:22]=3)[CH:16]=[C:11]2[CH2:10][C:9]1=[O:18])[C:2]1[CH:7]=[CH:6][CH:5]=[CH:4][CH:3]=1, predict the reactants needed to synthesize it. The reactants are: [CH2:1]([N:8]1[C:12]2=[N:13][CH:14]=[C:15](Br)[CH:16]=[C:11]2[CH2:10][C:9]1=[O:18])[C:2]1[CH:7]=[CH:6][CH:5]=[CH:4][CH:3]=1.[N:19]1[CH:24]=[CH:23][CH:22]=[C:21]([B-](F)(F)F)[CH:20]=1.[K+].